This data is from Forward reaction prediction with 1.9M reactions from USPTO patents (1976-2016). The task is: Predict the product of the given reaction. Given the reactants N#N.[Br:3][C:4]1[CH:12]=[CH:11][C:7]2[NH:8][N:9]=[N:10][C:6]=2[CH:5]=1.[O:13]1[CH:18]=[CH:17][CH2:16][CH2:15][CH2:14]1.CC1C=CC(S([O-])(=O)=O)=CC=1.C1C=C[NH+]=CC=1, predict the reaction product. The product is: [Br:3][C:4]1[CH:12]=[CH:11][C:7]2[N:8]([CH:14]3[CH2:15][CH2:16][CH2:17][CH2:18][O:13]3)[N:9]=[N:10][C:6]=2[CH:5]=1.